From a dataset of Peptide-MHC class I binding affinity with 185,985 pairs from IEDB/IMGT. Regression. Given a peptide amino acid sequence and an MHC pseudo amino acid sequence, predict their binding affinity value. This is MHC class I binding data. (1) The peptide sequence is LFWAVKPKI. The MHC is HLA-A24:02 with pseudo-sequence HLA-A24:02. The binding affinity (normalized) is 0.267. (2) The peptide sequence is SYLIRALTL. The MHC is HLA-B15:01 with pseudo-sequence HLA-B15:01. The binding affinity (normalized) is 0.0847. (3) The peptide sequence is YEFLQPILL. The MHC is HLA-B54:01 with pseudo-sequence HLA-B54:01. The binding affinity (normalized) is 0. (4) The peptide sequence is MRDLRQHEV. The MHC is HLA-A26:01 with pseudo-sequence HLA-A26:01. The binding affinity (normalized) is 0.0847. (5) The peptide sequence is ACMDGFEVV. The binding affinity (normalized) is 0.476. The MHC is HLA-A02:01 with pseudo-sequence HLA-A02:01. (6) The MHC is HLA-B39:01 with pseudo-sequence HLA-B39:01. The peptide sequence is SSWNSAHEK. The binding affinity (normalized) is 0.0847. (7) The peptide sequence is KHDEEFCDM. The binding affinity (normalized) is 0.0847. The MHC is HLA-A11:01 with pseudo-sequence HLA-A11:01. (8) The peptide sequence is MYIFFASFYY. The binding affinity (normalized) is 0.186. The MHC is HLA-A24:02 with pseudo-sequence HLA-A24:02.